This data is from Full USPTO retrosynthesis dataset with 1.9M reactions from patents (1976-2016). The task is: Predict the reactants needed to synthesize the given product. (1) Given the product [CH3:1][C:2]1[C:6]([C:7]([N:9]2[CH2:10][CH:11]3[CH2:16][N:15]([CH2:17][CH2:18][C@H:19]([NH:27][C:28]([CH:29]4[CH2:119][CH2:118][O:122][CH2:123]4)=[O:30])[C:20]4[CH:25]=[CH:24][CH:23]=[C:22]([F:26])[CH:21]=4)[CH2:14][CH:12]3[CH2:13]2)=[O:8])=[C:5]([CH3:31])[N:4]([C:32]2[CH:37]=[N:36][CH:35]=[CH:34][N:33]=2)[N:3]=1.[CH3:1][C:2]1[C:6]([C:7]([N:9]2[CH2:10][CH:11]3[CH2:16][N:15]([CH2:17][CH2:18][C@H:19]([NH:27][C:28]([CH:29]4[CH2:50][N:46]([C:44](=[O:45])[CH3:43])[CH2:47]4)=[O:30])[C:20]4[CH:25]=[CH:24][CH:23]=[C:22]([F:26])[CH:21]=4)[CH2:14][CH:12]3[CH2:13]2)=[O:8])=[C:5]([CH3:31])[N:4]([C:32]2[CH:37]=[N:36][CH:35]=[CH:34][N:33]=2)[N:3]=1, predict the reactants needed to synthesize it. The reactants are: [CH3:1][C:2]1[C:6]([C:7]([N:9]2[CH2:13][CH:12]3[CH2:14][N:15]([CH2:17][CH2:18][C@H:19]([NH:27][C:28](=[O:30])[CH3:29])[C:20]4[CH:25]=[CH:24][CH:23]=[C:22]([F:26])[CH:21]=4)[CH2:16][CH:11]3[CH2:10]2)=[O:8])=[C:5]([CH3:31])[N:4]([C:32]2[CH:37]=[N:36][CH:35]=[CH:34][N:33]=2)[N:3]=1.CC1[C:43]([C:44]([N:46]2[CH2:50]C3CN(CC[C@H](NC(=O)C(C)C)C4C=CC=C(F)C=4)CC3[CH2:47]2)=[O:45])=C(C)N(C2C=NC=CN=2)N=1.CC1C(C(N2CC3CN(CC[C@H](NC(C4CCCC4)=O)C4C=CC=C(F)C=4)CC3C2)=O)=C(C)N(C2C=NC=CN=2)N=1.[C:118]([O:122][C:123](N1CC(C(O)=O)C1)=O)(C)(C)[CH3:119].C(Cl)(=O)C.C(Cl)(=O)C(C)C.C1(C(Cl)=O)CCCC1.O1CCC(C(Cl)=O)C1. (2) Given the product [OH:4][C:3]1[CH:5]=[CH:6][CH:7]=[CH:8][C:2]=1[CH:1]=[C:11]1[CH2:12][CH2:13][O:14][C:10]1=[O:15], predict the reactants needed to synthesize it. The reactants are: [CH:1](=O)[C:2]1[C:3](=[CH:5][CH:6]=[CH:7][CH:8]=1)[OH:4].[C:10]1(=[O:15])[O:14][CH2:13][CH2:12][CH2:11]1.C[O-].[Na+].S(=O)(=O)(O)O. (3) Given the product [NH2:9][C:3]1[N:4]=[CH:5][N:6]=[C:7]([NH:10][CH2:11][CH:12]2[CH2:13][CH2:14][N:15]([C:18](=[O:20])[CH:43]=[CH2:44])[CH2:16][CH2:17]2)[C:2]=1[C:27]1[CH:28]=[C:29]([F:39])[C:30]([O:32][C:33]2[CH:38]=[CH:37][CH:36]=[CH:35][CH:34]=2)=[CH:31][C:26]=1[F:25], predict the reactants needed to synthesize it. The reactants are: Cl[C:2]1[C:3]([NH2:9])=[N:4][CH:5]=[N:6][C:7]=1Cl.[NH2:10][CH2:11][CH:12]1[CH2:17][CH2:16][N:15]([C:18]([O:20]C(C)(C)C)=O)[CH2:14][CH2:13]1.[F:25][C:26]1[CH:31]=[C:30]([O:32][C:33]2[CH:38]=[CH:37][CH:36]=[CH:35][CH:34]=2)[C:29]([F:39])=[CH:28][C:27]=1B(O)O.[C:43](Cl)(=O)[CH:44]=C. (4) Given the product [CH3:32][NH:35][C:25](=[O:26])[C:24]1[CH:28]=[CH:29][C:21]([C:14]2[C:13]3[C:18](=[CH:19][CH:20]=[C:11]([C:5]4[CH:6]=[CH:7][C:8]([O:9][CH3:10])=[C:3]([O:2][CH3:1])[CH:4]=4)[CH:12]=3)[N:17]=[CH:16][N:15]=2)=[CH:22][C:23]=1[O:30][CH3:31], predict the reactants needed to synthesize it. The reactants are: [CH3:1][O:2][C:3]1[CH:4]=[C:5]([C:11]2[CH:12]=[C:13]3[C:18](=[CH:19][CH:20]=2)[N:17]=[CH:16][N:15]=[C:14]3[C:21]2[CH:29]=[CH:28][C:24]([C:25](O)=[O:26])=[C:23]([O:30][CH3:31])[CH:22]=2)[CH:6]=[CH:7][C:8]=1[O:9][CH3:10].[CH:32]([N:35](C(C)C)CC)(C)C.[B-](F)(F)(F)F.CN(C(ON1C(=O)C=CC=C1)=[N+](C)C)C. (5) Given the product [C:30]([N:26]([CH3:25])[C:27]1[N:5]=[C:4]([S:3][CH2:1][CH3:2])[C:9]([C:10]([NH:12][CH2:13][C:14]2[CH:19]=[CH:18][CH:17]=[C:16]([F:20])[CH:15]=2)=[O:11])=[C:8]([CH3:7])[CH:29]=1)(=[O:35])[CH3:32], predict the reactants needed to synthesize it. The reactants are: [CH2:1]([S:3][C:4]1[C:9]([C:10]([NH:12][CH2:13][C:14]2[CH:19]=[CH:18][CH:17]=[C:16]([F:20])[CH:15]=2)=[O:11])=[C:8](C)[CH:7]=C(NC)[N:5]=1)[CH3:2].C[CH2:25][N:26]([CH:30]([CH3:32])C)[CH:27]([CH3:29])C.CC(OC(C)=O)=[O:35]. (6) Given the product [F:21][C:4]1[CH:3]=[C:2]([B:22]2[O:26][C:25]([CH3:28])([CH3:27])[C:24]([CH3:30])([CH3:29])[O:23]2)[CH:7]=[CH:6][C:5]=1[N:8]1[CH2:15][C:14]2[C:10](=[N:11][N:12]([CH2:16][C:17]([CH3:20])([OH:19])[CH3:18])[CH:13]=2)[CH2:9]1, predict the reactants needed to synthesize it. The reactants are: Cl[C:2]1[CH:7]=[CH:6][C:5]([N:8]2[CH2:15][C:14]3[C:10](=[N:11][N:12]([CH2:16][C:17]([CH3:20])([OH:19])[CH3:18])[CH:13]=3)[CH2:9]2)=[C:4]([F:21])[CH:3]=1.[B:22]1([B:22]2[O:26][C:25]([CH3:28])([CH3:27])[C:24]([CH3:30])([CH3:29])[O:23]2)[O:26][C:25]([CH3:28])([CH3:27])[C:24]([CH3:30])([CH3:29])[O:23]1.C([O-])(=O)C.[K+].C1(P(C2CCCCC2)C2C=CC=CC=2C2C(C(C)C)=CC(C(C)C)=CC=2C(C)C)CCCCC1.